From a dataset of Peptide-MHC class II binding affinity with 134,281 pairs from IEDB. Regression. Given a peptide amino acid sequence and an MHC pseudo amino acid sequence, predict their binding affinity value. This is MHC class II binding data. (1) The peptide sequence is FRLLQNSQVFSLIRP. The MHC is DRB1_0101 with pseudo-sequence DRB1_0101. The binding affinity (normalized) is 0.910. (2) The peptide sequence is PVQRHPRSLFPEFSE. The MHC is DRB1_1501 with pseudo-sequence DRB1_1501. The binding affinity (normalized) is 0.0484. (3) The peptide sequence is VALFAVFLGSAHGIP. The MHC is DRB3_0202 with pseudo-sequence DRB3_0202. The binding affinity (normalized) is 0.143. (4) The peptide sequence is RNVFDEVIPTAFKIG. The MHC is HLA-DQA10101-DQB10501 with pseudo-sequence HLA-DQA10101-DQB10501. The binding affinity (normalized) is 0.389.